From a dataset of NCI-60 drug combinations with 297,098 pairs across 59 cell lines. Regression. Given two drug SMILES strings and cell line genomic features, predict the synergy score measuring deviation from expected non-interaction effect. (1) Drug 1: CCN(CC)CCNC(=O)C1=C(NC(=C1C)C=C2C3=C(C=CC(=C3)F)NC2=O)C. Cell line: 786-0. Synergy scores: CSS=34.4, Synergy_ZIP=-0.353, Synergy_Bliss=-1.32, Synergy_Loewe=-18.5, Synergy_HSA=-1.09. Drug 2: CC1C(C(CC(O1)OC2CC(CC3=C2C(=C4C(=C3O)C(=O)C5=C(C4=O)C(=CC=C5)OC)O)(C(=O)CO)O)N)O.Cl. (2) Drug 1: CN(C)N=NC1=C(NC=N1)C(=O)N. Drug 2: CCC1(CC2CC(C3=C(CCN(C2)C1)C4=CC=CC=C4N3)(C5=C(C=C6C(=C5)C78CCN9C7C(C=CC9)(C(C(C8N6C=O)(C(=O)OC)O)OC(=O)C)CC)OC)C(=O)OC)O.OS(=O)(=O)O. Cell line: HOP-62. Synergy scores: CSS=0.604, Synergy_ZIP=0.825, Synergy_Bliss=1.97, Synergy_Loewe=-2.98, Synergy_HSA=-0.524.